This data is from Full USPTO retrosynthesis dataset with 1.9M reactions from patents (1976-2016). The task is: Predict the reactants needed to synthesize the given product. (1) Given the product [CH:1]([NH:4][CH2:16][C@@H:17]1[CH2:20][CH2:19][N:18]1[C:21]([O:23][C:24]([CH3:25])([CH3:27])[CH3:26])=[O:22])([CH3:3])[CH3:2], predict the reactants needed to synthesize it. The reactants are: [CH:1]([NH2:4])([CH3:3])[CH3:2].CC1C=CC(S(O[CH2:16][C@@H:17]2[CH2:20][CH2:19][N:18]2[C:21]([O:23][C:24]([CH3:27])([CH3:26])[CH3:25])=[O:22])(=O)=O)=CC=1. (2) Given the product [CH3:1][N:2]([CH3:43])[C:3]1[CH:4]=[CH:5][C:6]([C:7]([NH:9][C:10]2[C:11]([F:40])=[C:12]([C:16]3[C:28]4[C:27]5[C:22](=[CH:23][C:24]([N:29]6[CH2:30][CH2:31][O:32][CH2:33][CH2:34]6)=[CH:25][CH:26]=5)[NH:21][C:20]=4[C:19]([C:35]([OH:37])=[O:36])=[N:18][CH:17]=3)[CH:13]=[CH:14][CH:15]=2)=[O:8])=[CH:41][CH:42]=1, predict the reactants needed to synthesize it. The reactants are: [CH3:1][N:2]([CH3:43])[C:3]1[CH:42]=[CH:41][C:6]([C:7]([NH:9][C:10]2[C:11]([F:40])=[C:12]([C:16]3[C:28]4[C:27]5[C:22](=[CH:23][C:24]([N:29]6[CH2:34][CH2:33][O:32][CH2:31][CH2:30]6)=[CH:25][CH:26]=5)[NH:21][C:20]=4[C:19]([C:35]([O:37]CC)=[O:36])=[N:18][CH:17]=3)[CH:13]=[CH:14][CH:15]=2)=[O:8])=[CH:5][CH:4]=1.[OH-].[Na+]. (3) Given the product [O:14]=[C:12]([N:60]1[CH2:61][CH2:62][N:57]([C:63]2[N:64]=[CH:65][CH:66]=[CH:67][N:68]=2)[CH2:58][CH2:59]1)[CH2:11][CH2:10][CH2:9][NH:8][C:6](=[O:7])[O:5][C:1]([CH3:2])([CH3:3])[CH3:4], predict the reactants needed to synthesize it. The reactants are: [C:1]([O:5][C:6]([NH:8][CH2:9][CH2:10][CH2:11][C:12]([OH:14])=O)=[O:7])([CH3:4])([CH3:3])[CH3:2].C1CN([P+](ON2N=NC3C=CC=CC2=3)(N2CCCC2)N2CCCC2)CC1.F[P-](F)(F)(F)(F)F.CCN(C(C)C)C(C)C.[N:57]1([C:63]2[N:68]=[CH:67][CH:66]=[CH:65][N:64]=2)[CH2:62][CH2:61][NH:60][CH2:59][CH2:58]1. (4) Given the product [Cl:1][C:2]1[CH:7]=[CH:6][C:5]([CH2:8][C:9]2[C:18]3[C:13](=[CH:14][CH:15]=[CH:16][CH:17]=3)[C:12](=[O:19])[N:11]([CH2:20][C@H:21]3[CH2:25][CH2:24][CH2:23][N:22]3[CH2:27][CH2:28][CH2:29][NH:30][C:31](=[O:37])[O:32][C:33]([CH3:36])([CH3:35])[CH3:34])[N:10]=2)=[CH:4][CH:3]=1, predict the reactants needed to synthesize it. The reactants are: [Cl:1][C:2]1[CH:7]=[CH:6][C:5]([CH2:8][C:9]2[C:18]3[C:13](=[CH:14][CH:15]=[CH:16][CH:17]=3)[C:12](=[O:19])[N:11]([CH2:20][C@H:21]3[CH2:25][CH2:24][CH2:23][NH:22]3)[N:10]=2)=[CH:4][CH:3]=1.Br[CH2:27][CH2:28][CH2:29][NH:30][C:31](=[O:37])[O:32][C:33]([CH3:36])([CH3:35])[CH3:34].C(=O)([O-])[O-].[K+].[K+].[I-].[Na+]. (5) Given the product [OH:10][C:11]1[C:12]([CH3:32])=[C:13]([CH3:31])[C:14]([NH:18][C:19]([C:21]2[C:30]3[C:25](=[CH:26][CH:27]=[CH:28][CH:29]=3)[CH:24]=[CH:23][CH:22]=2)=[O:20])=[N:15][C:16]=1[CH3:17], predict the reactants needed to synthesize it. The reactants are: CO.C([O:10][C:11]1[C:12]([CH3:32])=[C:13]([CH3:31])[C:14]([NH:18][C:19]([C:21]2[C:30]3[C:25](=[CH:26][CH:27]=[CH:28][CH:29]=3)[CH:24]=[CH:23][CH:22]=2)=[O:20])=[N:15][C:16]=1[CH3:17])C1C=CC=CC=1. (6) Given the product [CH3:1][O:2][CH2:3][CH2:4][O:5][C:6]1[C:7]([CH3:19])=[C:8]([CH2:9][OH:10])[CH:16]=[CH:17][CH:18]=1, predict the reactants needed to synthesize it. The reactants are: [CH3:1][O:2][CH2:3][CH2:4][O:5][C:6]1[C:7]([CH3:19])=[C:8]([CH:16]=[CH:17][CH:18]=1)[C:9](OCCOC)=[O:10].CC(C[AlH]CC(C)C)C. (7) The reactants are: [OH:1][C:2]1[CH:3]=[C:4]([C:8]23[CH2:15][CH2:14][C:11]([CH2:16][CH2:17][O:18][CH2:19][C:20]([O:22]C(C)(C)C)=[O:21])([CH2:12][CH2:13]2)[CH2:10][O:9]3)[CH:5]=[CH:6][CH:7]=1.[CH3:27][C:28]1[N:33]=[CH:32][C:31](B(O)O)=[CH:30][CH:29]=1. Given the product [CH3:27][C:28]1[N:33]=[CH:32][C:31]([O:1][C:2]2[CH:3]=[C:4]([C:8]34[CH2:15][CH2:14][C:11]([CH2:16][CH2:17][O:18][CH2:19][C:20]([OH:22])=[O:21])([CH2:12][CH2:13]3)[CH2:10][O:9]4)[CH:5]=[CH:6][CH:7]=2)=[CH:30][CH:29]=1, predict the reactants needed to synthesize it.